Dataset: Full USPTO retrosynthesis dataset with 1.9M reactions from patents (1976-2016). Task: Predict the reactants needed to synthesize the given product. (1) Given the product [NH2:1][C:2]1[N:3]=[CH:4][C:5]2[S:10][C:9](=[O:11])[N:8]([CH2:16][C:17]3[CH:18]=[N:19][CH:20]=[CH:21][CH:22]=3)[C:6]=2[N:7]=1, predict the reactants needed to synthesize it. The reactants are: [NH2:1][C:2]1[N:3]=[CH:4][C:5]2[S:10][C:9](=[O:11])[NH:8][C:6]=2[N:7]=1.[H-].[Na+].Br.Br[CH2:16][C:17]1[CH:18]=[N:19][CH:20]=[CH:21][CH:22]=1. (2) Given the product [CH3:10][C:9]1([CH3:12])[O:11][CH2:2][C:3]2=[CH:4][C:5]([N+:13]([O-:15])=[O:14])=[N:6][N:7]2[CH2:8]1, predict the reactants needed to synthesize it. The reactants are: O[CH2:2][C:3]1[N:7]([CH2:8][C:9]([CH3:12])([OH:11])[CH3:10])[N:6]=[C:5]([N+:13]([O-:15])=[O:14])[CH:4]=1.[H-].[Na+].C1(C)C=CC(S(Cl)(=O)=O)=CC=1.[Cl-].[NH4+]. (3) Given the product [Br:1][C:2]1[CH:3]=[C:4]([C:16]([OH:18])=[O:17])[CH:5]=[C:6]2[C:11]=1[O:10][CH2:9][CH2:8][C:7]2([CH3:14])[CH3:15], predict the reactants needed to synthesize it. The reactants are: [Br:1][C:2]1[CH:3]=[C:4]([C:16]([OH:18])=[O:17])[CH:5]=[C:6]2[C:11]=1[O:10][C:9](C)(C)[CH2:8][C:7]2([CH3:15])[CH3:14].CC1(C)C2C(=CC=CC=2)OC(C(O)=O)C1. (4) Given the product [CH:1]1[C:10]2[C:11]3[CH2:17][CH2:16][CH2:15][CH2:14][CH2:13][C:12]=3[N:8]3[C:9]=2[C:4]([CH2:5][CH2:6][CH2:7]3)=[CH:3][C:2]=1[NH:18][C:21](=[O:22])[C:20]([CH3:25])([CH3:24])[CH3:19], predict the reactants needed to synthesize it. The reactants are: [CH:1]1[C:10]2[C:11]3[CH2:17][CH2:16][CH2:15][CH2:14][CH2:13][C:12]=3[N:8]3[C:9]=2[C:4]([CH2:5][CH2:6][CH2:7]3)=[CH:3][C:2]=1[NH2:18].[CH3:19][C:20]([CH3:25])([CH3:24])[C:21](Cl)=[O:22].